Dataset: Kir2.1 potassium channel HTS with 301,493 compounds. Task: Binary Classification. Given a drug SMILES string, predict its activity (active/inactive) in a high-throughput screening assay against a specified biological target. (1) The drug is S(=O)(=O)(N1CC(CCC1)C(=O)N1CCCCC1)Cc1ccccc1. The result is 0 (inactive). (2) The molecule is O=C(Nc1n(ncc1)C1CCN(CC1)Cc1ccccc1)C1CCCC1. The result is 0 (inactive). (3) The drug is O1c2c(OCC1)ccc(/N=c1/n3c([nH]\c1=C1/C=CC(=O)C=C1)c[nH]cc3)c2. The result is 0 (inactive). (4) The molecule is S(CC(=O)NCC1OCCC1)c1c2c(n(c(=O)c1)C)cccc2. The result is 0 (inactive). (5) The compound is Brc1ccc(n2c(=O)c3n(nc(c3c2=O)C(OC)=O)C23CC4CC(C2)CC(C3)C4)cc1. The result is 0 (inactive).